Dataset: Full USPTO retrosynthesis dataset with 1.9M reactions from patents (1976-2016). Task: Predict the reactants needed to synthesize the given product. (1) Given the product [Cl:22][C:23]1[S:27][CH:26]=[C:25]([CH2:28][O:18][C:15]2[CH:16]=[CH:17][N:12]([C:9]3[CH:10]=[CH:11][C:6]4[N:7]([C:20]([CH3:21])=[C:4]([CH:1]5[CH2:3][CH2:2]5)[N:5]=4)[CH:8]=3)[C:13](=[O:19])[CH:14]=2)[CH:24]=1, predict the reactants needed to synthesize it. The reactants are: [CH:1]1([C:4]2[N:5]=[C:6]3[CH:11]=[CH:10][C:9]([N:12]4[CH:17]=[CH:16][C:15]([OH:18])=[CH:14][C:13]4=[O:19])=[CH:8][N:7]3[C:20]=2[CH3:21])[CH2:3][CH2:2]1.[Cl:22][C:23]1[S:27][CH:26]=[C:25]([CH2:28]O)[CH:24]=1.C(P(CCCC)CCCC)CCC.N(C(N1CCCCC1)=O)=NC(N1CCCCC1)=O. (2) Given the product [NH2:1][C:2]1[C:7]([C:8]#[N:9])=[C:6]([C:10]2[O:11][CH:12]=[CH:13][CH:14]=2)[C:5]([C:15]#[N:16])=[C:4]([O:26][CH:20]2[CH2:25][CH2:24][CH2:23][CH2:22][CH2:21]2)[N:3]=1, predict the reactants needed to synthesize it. The reactants are: [NH2:1][C:2]1[C:7]([C:8]#[N:9])=[C:6]([C:10]2[O:11][CH:12]=[CH:13][CH:14]=2)[C:5]([C:15]#[N:16])=[C:4](S(C)=O)[N:3]=1.[CH:20]1([OH:26])[CH2:25][CH2:24][CH2:23][CH2:22][CH2:21]1.C1CCN2C(=NCCC2)CC1. (3) Given the product [CH3:9][C:10]1[CH:17]=[CH:16][CH:15]=[CH:14][C:11]=1[CH:12]([OH:13])[CH2:1][CH3:2], predict the reactants needed to synthesize it. The reactants are: [CH:1](=O)[C:2]1C=CC=CC=1.[CH3:9][C:10]1[CH:17]=[CH:16][CH:15]=[CH:14][C:11]=1[CH:12]=[O:13]. (4) Given the product [CH3:14][O:15][CH2:16][CH2:17][O:18][CH2:19][CH2:20][O:21][CH2:22][CH2:23][O:24][CH2:25][CH2:26][O:27][CH2:28][CH2:29][O:30][CH2:31][CH2:32][O:33][CH2:34][CH2:35][O:36][CH2:37][CH2:38][O:39][CH2:40][CH2:41][O:42][CH2:43][CH2:44][O:45][CH2:46][CH2:47][O:1][C:2]1[CH:3]=[C:4]([CH:9]=[C:10]([O:13][CH2:47][CH2:46][O:45][CH2:44][CH2:43][O:42][CH2:41][CH2:40][O:39][CH2:38][CH2:37][O:36][CH2:35][CH2:34][O:33][CH2:32][CH2:31][O:30][CH2:29][CH2:28][O:27][CH2:26][CH2:25][O:24][CH2:23][CH2:22][O:21][CH2:20][CH2:19][O:18][CH2:17][CH2:16][O:15][CH3:14])[C:11]=1[O:12][CH2:26][CH2:25][O:24][CH2:23][CH2:22][O:21][CH2:20][CH2:19][O:18][CH2:17][CH2:16][O:15][CH2:14][CH2:59][O:76][CH2:75][CH2:74][O:73][CH2:72][CH2:71][O:70][CH2:69][CH2:68][O:67][CH2:66][CH2:65][O:64][CH2:63][CH2:62][O:61][CH2:60][CH2:29][O:30][CH3:31])[C:5]([O:7][CH3:8])=[O:6], predict the reactants needed to synthesize it. The reactants are: [OH:1][C:2]1[CH:3]=[C:4]([CH:9]=[C:10]([OH:13])[C:11]=1[OH:12])[C:5]([O:7][CH3:8])=[O:6].[CH3:14][O:15][CH2:16][CH2:17][O:18][CH2:19][CH2:20][O:21][CH2:22][CH2:23][O:24][CH2:25][CH2:26][O:27][CH2:28][CH2:29][O:30][CH2:31][CH2:32][O:33][CH2:34][CH2:35][O:36][CH2:37][CH2:38][O:39][CH2:40][CH2:41][O:42][CH2:43][CH2:44][O:45][CH2:46][CH2:47]OS(C1C=CC(C)=CC=1)(=O)=O.[CH2:59]1[O:76][CH2:75][CH2:74][O:73][CH2:72][CH2:71][O:70][CH2:69][CH2:68][O:67][CH2:66][CH2:65][O:64][CH2:63][CH2:62][O:61][CH2:60]1. (5) Given the product [CH2:23]([O:1][N:2]1[C:3](=[O:12])[C:4]2=[CH:11][CH:10]=[CH:9][CH:8]=[C:5]2[C:6]1=[O:7])[CH:13]=[CH2:14], predict the reactants needed to synthesize it. The reactants are: [OH:1][N:2]1[C:6](=[O:7])[C:5]2=[CH:8][CH:9]=[CH:10][CH:11]=[C:4]2[C:3]1=[O:12].[CH2:13]1[CH2:23]CN2C(=NCCC2)C[CH2:14]1.C(Br)C=C. (6) Given the product [CH:1]1([CH2:4][C:5]2[NH:9][C:8]([C:10]3[CH:15]=[CH:14][C:13]([C:16]4[C:17]([CH3:31])=[CH:18][C:19]([O:22][CH2:23][C:24]([CH3:29])([CH3:30])[C:25]([OH:27])=[O:26])=[N:20][CH:21]=4)=[CH:12][C:11]=3[F:32])=[N:7][CH:6]=2)[CH2:2][CH2:3]1, predict the reactants needed to synthesize it. The reactants are: [CH:1]1([CH2:4][C:5]2[NH:9][C:8]([C:10]3[CH:15]=[CH:14][C:13]([C:16]4[C:17]([CH3:31])=[CH:18][C:19]([O:22][CH2:23][C:24]([CH3:30])([CH3:29])[C:25]([O:27]C)=[O:26])=[N:20][CH:21]=4)=[CH:12][C:11]=3[F:32])=[N:7][CH:6]=2)[CH2:3][CH2:2]1.[OH-].[Na+].O.C(O)(=O)C. (7) Given the product [CH2:12]([NH:24][CH:6]1[CH2:7][C:2]([CH3:11])([CH3:1])[NH:3][C:4]([CH3:10])([CH3:9])[CH2:5]1)[CH2:13][CH2:14][CH2:15][CH2:16][CH2:17][CH2:18][CH2:19][CH2:20][CH2:21][CH2:22][CH3:23], predict the reactants needed to synthesize it. The reactants are: [CH3:1][C:2]1([CH3:11])[CH2:7][C:6](=O)[CH2:5][C:4]([CH3:10])([CH3:9])[NH:3]1.[CH2:12]([NH2:24])[CH2:13][CH2:14][CH2:15][CH2:16][CH2:17][CH2:18][CH2:19][CH2:20][CH2:21][CH2:22][CH3:23].[H][H].